From a dataset of Catalyst prediction with 721,799 reactions and 888 catalyst types from USPTO. Predict which catalyst facilitates the given reaction. (1) Reactant: [F:1][C@H:2]1[C@@H:7]([O:8][C:9]2[CH:16]=[CH:15][C:14]([C:17]3[N:22]=[C:21]([NH:23][C:24]4[CH:29]=[CH:28][C:27]([N:30]5[CH2:35][CH2:34][N:33]([CH:36]6[CH2:39][O:38][CH2:37]6)[CH2:32][CH2:31]5)=[CH:26][CH:25]=4)[N:20]=[CH:19][N:18]=3)=[CH:13][C:10]=2[C:11]#[N:12])[CH2:6][CH2:5][NH:4][CH2:3]1.C(N(CC)C(C)C)(C)C.CN(C(ON1N=NC2C=CC=NC1=2)=[N+](C)C)C.F[P-](F)(F)(F)(F)F.[CH3:73][C:74]1[CH:78]=[C:77]([C:79](O)=[O:80])[NH:76][N:75]=1. Product: [F:1][C@H:2]1[C@@H:7]([O:8][C:9]2[CH:16]=[CH:15][C:14]([C:17]3[N:22]=[C:21]([NH:23][C:24]4[CH:29]=[CH:28][C:27]([N:30]5[CH2:31][CH2:32][N:33]([CH:36]6[CH2:39][O:38][CH2:37]6)[CH2:34][CH2:35]5)=[CH:26][CH:25]=4)[N:20]=[CH:19][N:18]=3)=[CH:13][C:10]=2[C:11]#[N:12])[CH2:6][CH2:5][N:4]([C:79]([C:77]2[NH:76][N:75]=[C:74]([CH3:73])[CH:78]=2)=[O:80])[CH2:3]1. The catalyst class is: 139. (2) Reactant: Cl[CH2:2][CH2:3][O:4][C:5]1[CH:11]=[CH:10][CH:9]=[C:8]([N+:12]([O-:14])=[O:13])[C:6]=1[NH2:7].[NH:15]1[CH2:20][CH2:19][O:18][CH2:17][CH2:16]1. Product: [O:18]1[CH2:19][CH2:20][N:15]([CH2:2][CH2:3][O:4][C:5]2[CH:11]=[CH:10][CH:9]=[C:8]([N+:12]([O-:14])=[O:13])[C:6]=2[NH2:7])[CH2:16][CH2:17]1. The catalyst class is: 44. (3) Reactant: [CH2:1]([N:8]1[CH:17]2[CH:12]([CH:13]([N:18]3[CH2:22][CH2:21][CH2:20][CH2:19]3)[CH2:14][CH2:15][CH2:16]2)[NH:11][CH2:10][CH2:9]1)[C:2]1[CH:7]=[CH:6][CH:5]=[CH:4][CH:3]=1.[Cl:23][C:24]1[CH:25]=[C:26]([CH2:31][C:32](Cl)=[O:33])[CH:27]=[CH:28][C:29]=1[Cl:30].[OH-].[Na+]. Product: [CH2:1]([N:8]1[CH:17]2[CH:12]([CH:13]([N:18]3[CH2:22][CH2:21][CH2:20][CH2:19]3)[CH2:14][CH2:15][CH2:16]2)[N:11]([C:32](=[O:33])[CH2:31][C:26]2[CH:27]=[CH:28][C:29]([Cl:30])=[C:24]([Cl:23])[CH:25]=2)[CH2:10][CH2:9]1)[C:2]1[CH:3]=[CH:4][CH:5]=[CH:6][CH:7]=1. The catalyst class is: 2.